From a dataset of Forward reaction prediction with 1.9M reactions from USPTO patents (1976-2016). Predict the product of the given reaction. Given the reactants [C:1]1(=[O:7])O[C:4](=[O:5])[CH:3]=[CH:2]1.[CH2:8]([NH2:16])[CH2:9][CH2:10][CH2:11][CH2:12][CH2:13][CH2:14][CH3:15].C[Si](C)(C)N[Si](C)(C)C.Cl, predict the reaction product. The product is: [CH2:8]([N:16]1[C:4](=[O:5])[CH:3]=[CH:2][C:1]1=[O:7])[CH2:9][CH2:10][CH2:11][CH2:12][CH2:13][CH2:14][CH3:15].